Dataset: Full USPTO retrosynthesis dataset with 1.9M reactions from patents (1976-2016). Task: Predict the reactants needed to synthesize the given product. (1) Given the product [CH2:1]([O:3][C:4](=[O:31])[C:5]([O:23][C:24]1[CH:29]=[CH:28][C:27]([Cl:30])=[CH:26][CH:25]=1)([CH3:22])[CH2:6][C:8]1[CH:9]=[CH:10][C:11]([O:14][CH2:15][C:16]2[CH:21]=[CH:20][CH:19]=[CH:18][CH:17]=2)=[CH:12][CH:13]=1)[CH3:2], predict the reactants needed to synthesize it. The reactants are: [CH2:1]([O:3][C:4](=[O:31])[C:5]([O:23][C:24]1[CH:29]=[CH:28][C:27]([Cl:30])=[CH:26][CH:25]=1)([CH3:22])[CH:6]([C:8]1[CH:13]=[CH:12][C:11]([O:14][CH2:15][C:16]2[CH:21]=[CH:20][CH:19]=[CH:18][CH:17]=2)=[CH:10][CH:9]=1)O)[CH3:2].B(F)(F)F.CCOCC.C([SiH](CC)CC)C.C([O-])([O-])=O.[Na+].[Na+]. (2) Given the product [Cl:8][C:9]1[N:10]=[C:11]([N:28]2[CH2:29][CH2:30][N:31]([CH2:35][C:36]([NH2:38])=[O:37])[CH2:32][CH2:33]2)[C:12]([CH2:16][O:17][C:18]2[CH:23]=[C:22]([CH:24]([CH3:25])[CH3:26])[CH:21]=[CH:20][C:19]=2[CH3:27])=[C:13]([CH3:15])[N:14]=1, predict the reactants needed to synthesize it. The reactants are: FC(F)(F)C(O)=O.[Cl:8][C:9]1[N:14]=[C:13]([CH3:15])[C:12]([CH2:16][O:17][C:18]2[CH:23]=[C:22]([CH:24]([CH3:26])[CH3:25])[CH:21]=[CH:20][C:19]=2[CH3:27])=[C:11]([N:28]2[CH2:33][CH2:32][NH:31][CH2:30][CH2:29]2)[N:10]=1.Br[CH2:35][C:36]([NH2:38])=[O:37].C(=O)([O-])[O-].[K+].[K+]. (3) Given the product [CH:43](/[C:2]1[CH:11]=[C:10]2[C:5]([C:6](=[O:17])[N:7]3[CH2:16][CH2:15][CH2:14][CH2:13][CH2:12][C:8]3=[N:9]2)=[CH:4][CH:3]=1)=[CH:44]\[C:45]1[CH:50]=[CH:49][CH:48]=[CH:47][CH:46]=1, predict the reactants needed to synthesize it. The reactants are: Br[C:2]1[CH:11]=[C:10]2[C:5]([C:6](=[O:17])[N:7]3[CH2:16][CH2:15][CH2:14][CH2:13][CH2:12][C:8]3=[N:9]2)=[CH:4][CH:3]=1.C([O-])([O-])=O.[Cs+].[Cs+].C1C=CC(P(C2C=CC=CC=2)C2C=CC=CC=2)=CC=1.[CH2:43]=[CH:44][C:45]1[CH:50]=[CH:49][CH:48]=[CH:47][CH:46]=1.